Predict the reactants needed to synthesize the given product. From a dataset of Full USPTO retrosynthesis dataset with 1.9M reactions from patents (1976-2016). (1) Given the product [CH3:1][O:2][C:3]1[CH:4]=[C:5]2[C:10](=[CH:11][C:12]=1[O:13][CH3:14])[N:9]=[CH:8][N:7]=[C:6]2[N:15]1[CH2:16][CH2:17][CH:18]([NH:21][CH:22]2[CH2:31][C:30]3[C:25](=[CH:26][CH:27]=[CH:28][CH:29]=3)[N:24]([C:34]3[CH:39]=[CH:38][N:37]=[C:36]([C:40]#[N:41])[CH:35]=3)[C:23]2=[O:32])[CH2:19][CH2:20]1, predict the reactants needed to synthesize it. The reactants are: [CH3:1][O:2][C:3]1[CH:4]=[C:5]2[C:10](=[CH:11][C:12]=1[O:13][CH3:14])[N:9]=[CH:8][N:7]=[C:6]2[N:15]1[CH2:20][CH2:19][CH:18]([NH:21][CH:22]2[CH2:31][C:30]3[C:25](=[CH:26][CH:27]=[CH:28][CH:29]=3)[NH:24][C:23]2=[O:32])[CH2:17][CH2:16]1.I[C:34]1[CH:39]=[CH:38][N:37]=[C:36]([C:40]#[N:41])[CH:35]=1. (2) Given the product [ClH:45].[ClH:1].[CH2:47]([O:3][C:2](=[O:4])[CH2:5][NH:6][C@@H:7]([C:21]([N:23]1[CH2:42][CH2:41][CH2:40][C@H:24]1[C:25]([NH:27][CH2:28][C:29]1[CH:30]=[C:31]2[C:36](=[CH:37][CH:38]=1)[C:35]([NH2:39])=[N:34][CH:33]=[CH:32]2)=[O:26])=[O:22])[CH:8]([C:9]1[CH:10]=[CH:11][CH:12]=[CH:13][CH:14]=1)[C:15]1[CH:20]=[CH:19][CH:18]=[CH:17][CH:16]=1)[CH2:48][CH3:49], predict the reactants needed to synthesize it. The reactants are: [ClH:1].[C:2]([CH2:5][NH:6][C@@H:7]([C:21]([N:23]1[CH2:42][CH2:41][CH2:40][C@H:24]1[C:25]([NH:27][CH2:28][C:29]1[CH:30]=[C:31]2[C:36](=[CH:37][CH:38]=1)[C:35]([NH2:39])=[N:34][CH:33]=[CH:32]2)=[O:26])=[O:22])[CH:8]([C:15]1[CH:20]=[CH:19][CH:18]=[CH:17][CH:16]=1)[C:9]1[CH:14]=[CH:13][CH:12]=[CH:11][CH:10]=1)([OH:4])=[O:3].S(Cl)([Cl:45])=O.[CH2:47](O)[CH2:48][CH3:49].